From a dataset of Full USPTO retrosynthesis dataset with 1.9M reactions from patents (1976-2016). Predict the reactants needed to synthesize the given product. (1) Given the product [Br:1][C:2]1[CH:8]=[CH:7][C:5]([NH2:6])=[C:4]([C:14]2[CH:15]=[CH:16][C:11]([F:10])=[CH:12][CH:13]=2)[CH:3]=1, predict the reactants needed to synthesize it. The reactants are: [Br:1][C:2]1[CH:8]=[CH:7][C:5]([NH2:6])=[C:4](I)[CH:3]=1.[F:10][C:11]1[CH:16]=[CH:15][C:14](B(O)O)=[CH:13][CH:12]=1.ClCCl.[OH-].[Na+]. (2) The reactants are: [F:1][C:2]1[CH:9]=[CH:8][C:5]([CH:6]=O)=[CH:4][CH:3]=1.[NH2:10][OH:11].Cl.C([O-])([O-])=O.[Na+].[Na+]. Given the product [F:1][C:2]1[CH:9]=[CH:8][C:5]([CH:6]=[N:10][OH:11])=[CH:4][CH:3]=1, predict the reactants needed to synthesize it.